Dataset: Catalyst prediction with 721,799 reactions and 888 catalyst types from USPTO. Task: Predict which catalyst facilitates the given reaction. Reactant: [CH:1]12[CH:6]([NH:7][C:8](=[O:14])[O:9][C:10]([CH3:13])([CH3:12])[CH3:11])[CH:5]1[CH2:4][NH:3][CH2:2]2.C(N(CC)CC)C.Cl[C:23]([O:25][C:26]1[CH:31]=[CH:30][CH:29]=[CH:28][CH:27]=1)=[O:24]. Product: [C:10]([O:9][C:8]([NH:7][CH:6]1[CH:1]2[CH:5]1[CH2:4][N:3]([C:23]([O:25][C:26]1[CH:31]=[CH:30][CH:29]=[CH:28][CH:27]=1)=[O:24])[CH2:2]2)=[O:14])([CH3:11])([CH3:13])[CH3:12]. The catalyst class is: 4.